From a dataset of Cav3 T-type calcium channel HTS with 100,875 compounds. Binary Classification. Given a drug SMILES string, predict its activity (active/inactive) in a high-throughput screening assay against a specified biological target. (1) The compound is [O-][N+](=O)c1c(Nc2ccccc2)c2=NC3(N=c2cc1)CCCCC3. The result is 0 (inactive). (2) The drug is S(CCC(NC(=O)NCCc1ccc(F)cc1)C(O)=O)C. The result is 0 (inactive). (3) The compound is FC(F)(F)c1cc(NC(=O)NC(CC(C)C)C(O)=O)ccc1. The result is 0 (inactive). (4) The molecule is O=c1[nH]c2c(cc1C(N1CCc3c1cccc3)c1n(nnn1)C(C)(C)C)cc(OC)c(OC)c2. The result is 0 (inactive). (5) The drug is o1c2c(c(c1C(O)=O)C)ccc1c2cccc1. The result is 0 (inactive).